This data is from Forward reaction prediction with 1.9M reactions from USPTO patents (1976-2016). The task is: Predict the product of the given reaction. (1) Given the reactants O[CH2:2][C:3]1[CH:8]=[CH:7][CH:6]=[CH:5][C:4]=1[CH2:9][CH2:10][OH:11].N1C(C)=CC(C)=CC=1C.[Cl-:21].[Li+].[S:23](Cl)([CH3:26])(=[O:25])=[O:24], predict the reaction product. The product is: [Cl:21][CH2:2][C:3]1[CH:8]=[CH:7][CH:6]=[CH:5][C:4]=1[CH2:9][CH2:10][O:11][S:23]([CH3:26])(=[O:25])=[O:24]. (2) Given the reactants Br[C:2]1[CH:7]=[CH:6][CH:5]=[CH:4][C:3]=1[CH2:8][C:9]([OH:11])=[O:10].[CH:12]([C:15]1[CH:21]=[CH:20][C:18]([NH2:19])=[CH:17][CH:16]=1)([CH3:14])[CH3:13], predict the reaction product. The product is: [CH:12]([C:15]1[CH:21]=[CH:20][C:18]([NH:19][C:2]2[CH:7]=[CH:6][CH:5]=[CH:4][C:3]=2[CH2:8][C:9]([OH:11])=[O:10])=[CH:17][CH:16]=1)([CH3:14])[CH3:13]. (3) The product is: [CH3:1][O:2][C:3]1[CH:12]=[CH:11][C:10]2[NH:9][C:8](=[O:13])[C:7]3[S:14][CH:15]=[CH:16][C:6]=3[C:5]=2[C:4]=1[C:17]1[CH:18]=[CH:19][C:20]([N:23]2[CH2:28][CH2:27][NH:26][CH2:25][CH2:24]2)=[CH:21][CH:22]=1. Given the reactants [CH3:1][O:2][C:3]1[CH:12]=[CH:11][C:10]2[NH:9][C:8](=[O:13])[C:7]3[S:14][CH:15]=[CH:16][C:6]=3[C:5]=2[C:4]=1[C:17]1[CH:22]=[CH:21][C:20]([N:23]2[CH2:28][CH2:27][N:26](C(OC(C)(C)C)=O)[CH2:25][CH2:24]2)=[CH:19][CH:18]=1.C(O)(C(F)(F)F)=O, predict the reaction product. (4) Given the reactants Cl[C:2]1[C:11]2=[N:12][N:13](CC3C=CC(OC)=CC=3)[CH:14]=[C:10]2[C:9]2[CH:8]=[C:7]([O:24][CH3:25])[CH:6]=[CH:5][C:4]=2[N:3]=1.[NH2:26][C:27]1[CH:28]=[C:29]2[C:34](=[CH:35][CH:36]=1)[CH:33]=[C:32]([C:37]([OH:39])=[O:38])[CH:31]=[CH:30]2.Cl, predict the reaction product. The product is: [CH3:25][O:24][C:7]1[CH:6]=[CH:5][C:4]2[N:3]=[C:2]([NH:26][C:27]3[CH:28]=[C:29]4[C:34](=[CH:35][CH:36]=3)[CH:33]=[C:32]([C:37]([OH:39])=[O:38])[CH:31]=[CH:30]4)[C:11]3=[N:12][NH:13][CH:14]=[C:10]3[C:9]=2[CH:8]=1. (5) Given the reactants [NH:1]1[CH:5]=[C:4]([C:6]2[CH:7]=[N:8][C:9]3[N:10]([C:12]([C:15]4([C:18]5[CH:19]=[C:20]6[C:25](=[CH:26][CH:27]=5)[N:24]=[CH:23][CH:22]=[CH:21]6)[CH2:17][CH2:16]4)=[CH:13][N:14]=3)[CH:11]=2)[CH:3]=[N:2]1.[C:28](=O)([O-])[O-].[K+].[K+].CI, predict the reaction product. The product is: [CH3:28][N:1]1[CH:5]=[C:4]([C:6]2[CH:7]=[N:8][C:9]3[N:10]([C:12]([C:15]4([C:18]5[CH:19]=[C:20]6[C:25](=[CH:26][CH:27]=5)[N:24]=[CH:23][CH:22]=[CH:21]6)[CH2:17][CH2:16]4)=[CH:13][N:14]=3)[CH:11]=2)[CH:3]=[N:2]1. (6) Given the reactants C(OC([N:8]1[CH2:13][CH2:12][N:11]([C:14]2[C:19]3[N:20]=[C:21]([C:23]4[CH:28]=[CH:27][C:26]([C:29]([CH3:32])([CH3:31])[CH3:30])=[CH:25][CH:24]=4)[O:22][C:18]=3[CH:17]=[CH:16][CH:15]=2)[CH2:10][CH2:9]1)=O)(C)(C)C.FC(F)(F)C(O)=O, predict the reaction product. The product is: [C:29]([C:26]1[CH:25]=[CH:24][C:23]([C:21]2[O:22][C:18]3[CH:17]=[CH:16][CH:15]=[C:14]([N:11]4[CH2:12][CH2:13][NH:8][CH2:9][CH2:10]4)[C:19]=3[N:20]=2)=[CH:28][CH:27]=1)([CH3:32])([CH3:30])[CH3:31].